Dataset: NCI-60 drug combinations with 297,098 pairs across 59 cell lines. Task: Regression. Given two drug SMILES strings and cell line genomic features, predict the synergy score measuring deviation from expected non-interaction effect. (1) Drug 1: C1C(C(OC1N2C=C(C(=O)NC2=O)F)CO)O. Drug 2: C1CNP(=O)(OC1)N(CCCl)CCCl. Cell line: A549. Synergy scores: CSS=29.0, Synergy_ZIP=-1.00, Synergy_Bliss=-0.0855, Synergy_Loewe=-57.8, Synergy_HSA=-1.06. (2) Synergy scores: CSS=78.8, Synergy_ZIP=-2.01, Synergy_Bliss=-4.94, Synergy_Loewe=-3.53, Synergy_HSA=-2.75. Drug 2: CC=C1C(=O)NC(C(=O)OC2CC(=O)NC(C(=O)NC(CSSCCC=C2)C(=O)N1)C(C)C)C(C)C. Cell line: HT29. Drug 1: C1=CN(C(=O)N=C1N)C2C(C(C(O2)CO)O)O.Cl. (3) Drug 1: CS(=O)(=O)CCNCC1=CC=C(O1)C2=CC3=C(C=C2)N=CN=C3NC4=CC(=C(C=C4)OCC5=CC(=CC=C5)F)Cl. Drug 2: C(=O)(N)NO. Cell line: MDA-MB-231. Synergy scores: CSS=0.0120, Synergy_ZIP=-2.16, Synergy_Bliss=-5.01, Synergy_Loewe=-3.06, Synergy_HSA=-3.40. (4) Drug 1: C1=NC(=NC(=O)N1C2C(C(C(O2)CO)O)O)N. Drug 2: C1C(C(OC1N2C=NC3=C2NC=NCC3O)CO)O. Cell line: HS 578T. Synergy scores: CSS=26.7, Synergy_ZIP=-3.04, Synergy_Bliss=3.24, Synergy_Loewe=0.625, Synergy_HSA=4.14. (5) Drug 1: CCC1=CC2CC(C3=C(CN(C2)C1)C4=CC=CC=C4N3)(C5=C(C=C6C(=C5)C78CCN9C7C(C=CC9)(C(C(C8N6C)(C(=O)OC)O)OC(=O)C)CC)OC)C(=O)OC.C(C(C(=O)O)O)(C(=O)O)O. Drug 2: C1=NC(=NC(=O)N1C2C(C(C(O2)CO)O)O)N. Cell line: T-47D. Synergy scores: CSS=33.8, Synergy_ZIP=-8.03, Synergy_Bliss=0.154, Synergy_Loewe=-1.22, Synergy_HSA=-1.72. (6) Drug 1: C1=CN(C(=O)N=C1N)C2C(C(C(O2)CO)O)O.Cl. Drug 2: C1C(C(OC1N2C=NC(=NC2=O)N)CO)O. Cell line: MALME-3M. Synergy scores: CSS=38.6, Synergy_ZIP=7.07, Synergy_Bliss=8.03, Synergy_Loewe=5.03, Synergy_HSA=9.67. (7) Drug 1: CCCCC(=O)OCC(=O)C1(CC(C2=C(C1)C(=C3C(=C2O)C(=O)C4=C(C3=O)C=CC=C4OC)O)OC5CC(C(C(O5)C)O)NC(=O)C(F)(F)F)O. Drug 2: C1=NC2=C(N1)C(=S)N=CN2. Cell line: MDA-MB-435. Synergy scores: CSS=20.0, Synergy_ZIP=-3.58, Synergy_Bliss=-4.87, Synergy_Loewe=-11.7, Synergy_HSA=-5.49.